Dataset: Catalyst prediction with 721,799 reactions and 888 catalyst types from USPTO. Task: Predict which catalyst facilitates the given reaction. (1) Reactant: [C:1]([C:3]1[CH:8]=[CH:7][C:6]([OH:9])=[CH:5][CH:4]=1)#[N:2].[OH-].[I-:11].[K+].II. Product: [OH:9][C:6]1[CH:7]=[CH:8][C:3]([C:1]#[N:2])=[CH:4][C:5]=1[I:11]. The catalyst class is: 6. (2) Reactant: Cl[C:2]1[CH:17]=[C:16]([NH:18][CH:19]([CH3:21])[CH3:20])[C:5]([C:6]([NH:8][CH2:9][C@@H:10]([F:15])[C:11]([OH:14])([CH3:13])[CH3:12])=[O:7])=[CH:4][N:3]=1.[F:22][C:23]1[C:24]([NH2:32])=[N:25][C:26]2[N:27]([N:29]=[CH:30][CH:31]=2)[CH:28]=1.CC1(C)C2C(=C(P(C3C=CC=CC=3)C3C=CC=CC=3)C=CC=2)OC2C(P(C3C=CC=CC=3)C3C=CC=CC=3)=CC=CC1=2.C(=O)([O-])[O-].[Cs+].[Cs+]. Product: [F:15][C@@H:10]([C:11]([OH:14])([CH3:13])[CH3:12])[CH2:9][NH:8][C:6](=[O:7])[C:5]1[C:16]([NH:18][CH:19]([CH3:21])[CH3:20])=[CH:17][C:2]([NH:32][C:24]2[C:23]([F:22])=[CH:28][N:27]3[N:29]=[CH:30][CH:31]=[C:26]3[N:25]=2)=[N:3][CH:4]=1. The catalyst class is: 62. (3) Reactant: [N+:1]([C:4]1[CH:5]=[N:6][NH:7][CH:8]=1)([O-:3])=[O:2].Cl[CH2:10][C:11]([CH3:14])([OH:13])[CH3:12].C(=O)([O-])[O-].[Cs+].[Cs+]. Product: [CH3:10][C:11]([OH:13])([CH3:14])[CH2:12][N:6]1[CH:5]=[C:4]([N+:1]([O-:3])=[O:2])[CH:8]=[N:7]1. The catalyst class is: 39.